From a dataset of Forward reaction prediction with 1.9M reactions from USPTO patents (1976-2016). Predict the product of the given reaction. (1) Given the reactants [CH3:1][P:2](=[O:7])([O:5][CH3:6])[O:3][CH3:4].[Li]CCCC.C[O:14][C:15](=O)[C@H:16]([CH2:26][C:27]1[CH:32]=[CH:31][CH:30]=[CH:29][CH:28]=1)[NH:17][C:18](=[O:25])[C:19]1[CH:24]=[CH:23][CH:22]=[CH:21][CH:20]=1.CC(O)=O, predict the reaction product. The product is: [C:18]([NH:17][C@@H:16]([CH2:26][C:27]1[CH:32]=[CH:31][CH:30]=[CH:29][CH:28]=1)[C:15](=[O:14])[CH2:1][P:2](=[O:7])([O:5][CH3:6])[O:3][CH3:4])(=[O:25])[C:19]1[CH:20]=[CH:21][CH:22]=[CH:23][CH:24]=1. (2) Given the reactants [F:1][C:2]1[CH:7]=[CH:6][C:5]([N:8]2[CH2:21][CH2:20][C:11]3[NH:12][C:13]4[CH:14]=[CH:15][C:16]([CH3:19])=[CH:17][C:18]=4[C:10]=3[CH2:9]2)=[CH:4][CH:3]=1.[CH3:22][C:23]1[CH:28]=[CH:27][C:26]([CH:29]=[CH2:30])=[CH:25][N:24]=1.[OH-].[K+], predict the reaction product. The product is: [F:1][C:2]1[CH:3]=[CH:4][C:5]([N:8]2[CH2:21][CH2:20][C:11]3[N:12]([CH2:30][CH2:29][C:26]4[CH:25]=[N:24][C:23]([CH3:22])=[CH:28][CH:27]=4)[C:13]4[CH:14]=[CH:15][C:16]([CH3:19])=[CH:17][C:18]=4[C:10]=3[CH2:9]2)=[CH:6][CH:7]=1. (3) Given the reactants C1(P(C2C=CC=CC=2)C2C=CC3C(=CC=CC=3)C=2C2C3C(=CC=CC=3)C=CC=2P(C2C=CC=CC=2)C2C=CC=CC=2)C=CC=CC=1.Br[C:48]1[CH:49]=[C:50]2[C:55](=[CH:56][CH:57]=1)[N:54]=[C:53]([CH2:58][CH:59]([CH3:61])[CH3:60])[C:52]([C:62]#[N:63])=[C:51]2[C:64]1[CH:69]=[CH:68][CH:67]=[CH:66][C:65]=1[F:70].[C:71]([OH:75])([CH3:74])([CH3:73])[CH3:72].CC(C)([O-])C.[Na+].Cl, predict the reaction product. The product is: [C:71]([O:75][C:48]1[CH:49]=[C:50]2[C:55](=[CH:56][CH:57]=1)[N:54]=[C:53]([CH2:58][CH:59]([CH3:61])[CH3:60])[C:52]([C:62]#[N:63])=[C:51]2[C:64]1[CH:69]=[CH:68][CH:67]=[CH:66][C:65]=1[F:70])([CH3:74])([CH3:73])[CH3:72]. (4) Given the reactants [N:1]1([CH2:6][CH2:7][CH2:8][CH2:9][C:10]2[CH:15]=[CH:14][C:13]([OH:16])=[CH:12][CH:11]=2)[CH:5]=[CH:4][N:3]=[N:2]1.[H-].[Na+].Cl[CH2:20][C:21]1[N:22]=[C:23](/[CH:26]=[CH:27]/[C:28]2[CH:33]=[CH:32][C:31]([CH3:34])=[CH:30][CH:29]=2)[O:24][CH:25]=1.O, predict the reaction product. The product is: [CH3:34][C:31]1[CH:30]=[CH:29][C:28](/[CH:27]=[CH:26]/[C:23]2[O:24][CH:25]=[C:21]([CH2:20][O:16][C:13]3[CH:12]=[CH:11][C:10]([CH2:9][CH2:8][CH2:7][CH2:6][N:1]4[CH:5]=[CH:4][N:3]=[N:2]4)=[CH:15][CH:14]=3)[N:22]=2)=[CH:33][CH:32]=1. (5) Given the reactants [NH2:1][C:2]1[C:3]2[N:4]([C:8]([C@H:28]3[CH2:33][CH2:32][C@H:31]([CH2:34][OH:35])[CH2:30][CH2:29]3)=[N:9][C:10]=2[C:11]2[CH:20]=[C:19]3[C:14]([C:15]([CH3:27])=[CH:16][C:17]([C:21]4[CH:26]=[CH:25][CH:24]=[CH:23][CH:22]=4)=[N:18]3)=[CH:13][CH:12]=2)[CH:5]=[CH:6][N:7]=1.[C:36]1([CH3:56])[CH:41]=[CH:40][C:39]([S:42]([O:45]S(C2C=CC(C)=CC=2)(=O)=O)(=[O:44])=[O:43])=[CH:38][CH:37]=1.[C:57](=O)(O)[O-].[Na+], predict the reaction product. The product is: [NH2:1][C:2]1[C:3]2[N:4]([C:8]([C@H:28]3[CH2:33][CH2:32][C@H:31]([CH2:34][OH:35])[CH2:30][CH2:29]3)=[N:9][C:10]=2[C:11]2[CH:20]=[C:19]3[C:14]([C:15]([CH3:27])=[CH:16][C:17]([C:21]4[CH:26]=[CH:25][CH:24]=[CH:23][CH:22]=4)=[N:18]3)=[CH:13][CH:12]=2)[CH:5]=[CH:6][N:7]=1.[CH3:56][C:36]1[CH:41]=[CH:40][C:39]([S:42]([O:45][CH3:57])(=[O:44])=[O:43])=[CH:38][CH:37]=1. (6) Given the reactants [F:1][C:2]1[CH:7]=[CH:6][C:5]([C:8]2[N:9]=[C:10]([S:13][CH2:14][C:15]([OH:17])=O)[S:11][CH:12]=2)=[CH:4][CH:3]=1.[CH:18]([NH:21][CH:22]([CH3:24])[CH3:23])([CH3:20])[CH3:19], predict the reaction product. The product is: [F:1][C:2]1[CH:3]=[CH:4][C:5]([C:8]2[N:9]=[C:10]([S:13][CH2:14][C:15]([N:21]([CH:22]([CH3:24])[CH3:23])[CH:18]([CH3:20])[CH3:19])=[O:17])[S:11][CH:12]=2)=[CH:6][CH:7]=1.